This data is from Full USPTO retrosynthesis dataset with 1.9M reactions from patents (1976-2016). The task is: Predict the reactants needed to synthesize the given product. (1) Given the product [CH2:1]([N:3]1[C:7]([CH3:8])=[C:6]([C:15]2[CH:16]=[CH:17][N:12]=[CH:13][CH:14]=2)[C:5]([CH2:10][CH3:11])=[N:4]1)[CH3:2], predict the reactants needed to synthesize it. The reactants are: [CH2:1]([N:3]1[C:7]([CH3:8])=[C:6](I)[C:5]([CH2:10][CH3:11])=[N:4]1)[CH3:2].[N:12]1[CH:17]=[CH:16][C:15](B(O)O)=[CH:14][CH:13]=1.O1CCOCC1.CC(C)([O-])C.[K+]. (2) Given the product [CH3:19][N:16]1[CH2:17][CH2:18][CH:13]([O:12][CH:9]2[C:8]3[CH:20]=[CH:21][CH:22]=[CH:23][C:7]=3[CH2:6][CH2:5][N:4]3[C:10]2=[N:11][C:2]([C:29]2[CH:34]=[CH:33][CH:32]=[CH:31][N:30]=2)=[CH:3]3)[CH2:14][CH2:15]1, predict the reactants needed to synthesize it. The reactants are: I[C:2]1[N:11]=[C:10]2[N:4]([CH2:5][CH2:6][C:7]3[CH:23]=[CH:22][CH:21]=[CH:20][C:8]=3[CH:9]2[O:12][CH:13]2[CH2:18][CH2:17][N:16]([CH3:19])[CH2:15][CH2:14]2)[CH:3]=1.C([Sn](CCCC)(CCCC)[C:29]1[CH:34]=[CH:33][CH:32]=[CH:31][N:30]=1)CCC.[F-].[K+]. (3) Given the product [NH:1]1[CH2:6][CH2:5][CH:4]([CH2:7][NH:8][C:9]([N:11]2[C:32]3[CH:31]=[CH:30][CH:29]=[CH:28][C:27]=3[N:13]([CH:14]([CH3:15])[CH3:19])[C:12]2=[O:21])=[O:10])[CH2:3][CH2:2]1.[O:25]1[CH:23]([CH2:22][O:26][C:27]2[CH:28]=[CH:29][CH:30]=[CH:31][CH:32]=2)[CH2:24]1, predict the reactants needed to synthesize it. The reactants are: [NH:1]1[CH2:6][CH2:5][CH:4]([CH2:7][NH:8][C:9]([N:11]2[C:15]3C=CC=[CH:19][C:14]=3[N:13](C)[C:12]2=[O:21])=[O:10])[CH2:3][CH2:2]1.[CH2:22]([O:26][C:27]1[CH:32]=[CH:31][C:30](F)=[CH:29][CH:28]=1)[CH:23]1[O:25][CH2:24]1. (4) Given the product [NH:49]1[CH:53]=[C:52]([C:54]2[CH:55]=[C:56]([NH:60][C:22]([C:17]3[C:18](=[O:21])[O:19][C:20]4[C:15]([CH:16]=3)=[CH:14][CH:13]=[CH:12][C:11]=4[OH:10])=[O:24])[CH:57]=[CH:58][CH:59]=2)[CH:51]=[N:50]1, predict the reactants needed to synthesize it. The reactants are: CCN(C(C)C)C(C)C.[OH:10][C:11]1[CH:12]=[CH:13][CH:14]=[C:15]2[C:20]=1[O:19][C:18](=[O:21])[C:17]([C:22]([OH:24])=O)=[CH:16]2.CN(C(ON1N=NC2C=CC=NC1=2)=[N+](C)C)C.F[P-](F)(F)(F)(F)F.[NH:49]1[CH:53]=[C:52]([C:54]2[CH:55]=[C:56]([NH2:60])[CH:57]=[CH:58][CH:59]=2)[CH:51]=[N:50]1.